This data is from Catalyst prediction with 721,799 reactions and 888 catalyst types from USPTO. The task is: Predict which catalyst facilitates the given reaction. (1) Reactant: [P:1]([O:19][CH2:20][C:21]([CH3:26])([CH3:25])[CH2:22][CH2:23][OH:24])([O:11][CH2:12][C:13]1[CH:18]=[CH:17][CH:16]=[CH:15][CH:14]=1)([O:3][CH2:4][C:5]1[CH:10]=[CH:9][CH:8]=[CH:7][CH:6]=1)=[O:2].[Cr](O[Cr]([O-])(=O)=O)([O-])(=O)=[O:28].[NH+]1C=CC=CC=1.[NH+]1C=CC=CC=1.C(O)(=O)CC(CC(O)=O)(C(O)=O)O. Product: [CH2:4]([O:3][P:1]([O:19][CH2:20][C:21]([CH3:26])([CH3:25])[CH2:22][C:23]([OH:28])=[O:24])([O:11][CH2:12][C:13]1[CH:14]=[CH:15][CH:16]=[CH:17][CH:18]=1)=[O:2])[C:5]1[CH:6]=[CH:7][CH:8]=[CH:9][CH:10]=1. The catalyst class is: 3. (2) Reactant: C[O:2][C:3]([C:5]1[C:9]([C:10]2[N:11]=[C:12]([NH:18][C:19]([O:21][C:22]([CH3:25])([CH3:24])[CH3:23])=[O:20])[S:13][C:14]=2[C:15](=[O:17])[CH3:16])=[CH:8][N:7]([CH2:26][C:27]2[CH:32]=[CH:31][C:30]([O:33][CH3:34])=[CH:29][CH:28]=2)[N:6]=1)=O.CC(C[AlH]CC(C)C)C.CO. Product: [C:22]([O:21][C:19](=[O:20])[NH:18][C:12]1[S:13][C:14]([CH:15]([OH:17])[CH3:16])=[C:10]([C:9]2[C:5]([CH:3]=[O:2])=[N:6][N:7]([CH2:26][C:27]3[CH:28]=[CH:29][C:30]([O:33][CH3:34])=[CH:31][CH:32]=3)[CH:8]=2)[N:11]=1)([CH3:24])([CH3:23])[CH3:25]. The catalyst class is: 1. (3) Reactant: C(OC(N1CC[C@@H](NC2C=CC(N3C[C@H](CNC(=O)C)OC3=O)=CC=2F)C1)=O)(C)(C)C.C([O:34][C:35]([C@H:37]1[C@@H:41]([CH2:42][NH:43][C:44]([O:46][C:47]([CH3:50])([CH3:49])[CH3:48])=[O:45])[CH2:40][N:39]([CH2:51][C:52]2[CH:57]=[CH:56][CH:55]=[CH:54][CH:53]=2)[CH2:38]1)=[O:36])C.O.[OH-].[Li+].O. Product: [CH2:51]([N:39]1[CH2:40][C@H:41]([CH2:42][NH:43][C:44]([O:46][C:47]([CH3:48])([CH3:49])[CH3:50])=[O:45])[C@H:37]([C:35]([OH:36])=[O:34])[CH2:38]1)[C:52]1[CH:57]=[CH:56][CH:55]=[CH:54][CH:53]=1. The catalyst class is: 1. (4) Reactant: [CH3:1][O:2][C:3](=[O:16])[C:4]1[CH:9]=[C:8](I)[C:7]([C:11]([F:14])([F:13])[F:12])=[CH:6][C:5]=1[NH2:15].[CH3:17][N:18]1[C:22]([Sn](CCCC)(CCCC)CCCC)=[CH:21][N:20]=[N:19]1. Product: [CH3:1][O:2][C:3](=[O:16])[C:4]1[CH:9]=[C:8]([C:22]2[N:18]([CH3:17])[N:19]=[N:20][CH:21]=2)[C:7]([C:11]([F:14])([F:13])[F:12])=[CH:6][C:5]=1[NH2:15]. The catalyst class is: 75.